The task is: Predict the product of the given reaction.. This data is from Forward reaction prediction with 1.9M reactions from USPTO patents (1976-2016). Given the reactants Cl[CH2:2][C:3]([NH:5][C:6]1[N:7]=[C:8]2[CH:13]=[CH:12][C:11]([O:14][C:15]3[CH:16]=[C:17]([NH:21][C:22](=[O:34])[C:23]4[CH:28]=[CH:27][CH:26]=[C:25]([C:29]5([C:32]#[N:33])[CH2:31][CH2:30]5)[CH:24]=4)[CH:18]=[CH:19][CH:20]=3)=[N:10][N:9]2[CH:35]=1)=[O:4].[CH3:36][N:37]1[CH2:42][CH2:41][NH:40][CH2:39][CH2:38]1.C(=O)([O-])O.[Na+], predict the reaction product. The product is: [C:32]([C:29]1([C:25]2[CH:24]=[C:23]([CH:28]=[CH:27][CH:26]=2)[C:22]([NH:21][C:17]2[CH:18]=[CH:19][CH:20]=[C:15]([O:14][C:11]3[CH:12]=[CH:13][C:8]4[N:9]([CH:35]=[C:6]([NH:5][C:3](=[O:4])[CH2:2][N:40]5[CH2:41][CH2:42][N:37]([CH3:36])[CH2:38][CH2:39]5)[N:7]=4)[N:10]=3)[CH:16]=2)=[O:34])[CH2:31][CH2:30]1)#[N:33].